From a dataset of Forward reaction prediction with 1.9M reactions from USPTO patents (1976-2016). Predict the product of the given reaction. (1) The product is: [C:3]([CH:2]([NH:1][C:16]([N:33]1[CH2:32][CH:31]2[CH2:35][CH:27]([CH2:28][N:29]([CH2:36][CH:37]([OH:48])[CH2:38][O:39][C:40]3[CH:41]=[CH:42][C:43]([C:44]#[N:45])=[CH:46][CH:47]=3)[CH2:30]2)[CH2:34]1)=[O:18])[CH3:5])#[N:4]. Given the reactants [NH2:1][CH:2]([CH3:5])[C:3]#[N:4].C(N(C(C)C)C(C)C)C.Cl[C:16](Cl)([O:18]C(=O)OC(Cl)(Cl)Cl)Cl.[CH:27]12[CH2:35][CH:31]([CH2:32][NH:33][CH2:34]1)[CH2:30][N:29]([CH2:36][CH:37]([OH:48])[CH2:38][O:39][C:40]1[CH:47]=[CH:46][C:43]([C:44]#[N:45])=[CH:42][CH:41]=1)[CH2:28]2, predict the reaction product. (2) Given the reactants Br[C:2]1[C:3](=[O:20])[N:4]([C:9]2[CH:10]=[C:11]([CH:16]=[CH:17][C:18]=2[CH3:19])[C:12]([O:14][CH3:15])=[O:13])[CH:5]=[C:6](Br)[N:7]=1.[CH2:21]([NH:28][CH2:29][CH2:30][N:31]([CH3:33])[CH3:32])[C:22]1[CH:27]=[CH:26][CH:25]=[CH:24][CH:23]=1.C1CC=CCC=1, predict the reaction product. The product is: [CH3:32][N:31]([CH3:33])[CH2:30][CH2:29][N:28]([CH2:21][C:22]1[CH:27]=[CH:26][CH:25]=[CH:24][CH:23]=1)[C:2]1[C:3](=[O:20])[N:4]([C:9]2[CH:10]=[C:11]([CH:16]=[CH:17][C:18]=2[CH3:19])[C:12]([O:14][CH3:15])=[O:13])[CH:5]=[CH:6][N:7]=1. (3) Given the reactants [F:1][C:2]1[CH:3]=[C:4]([C@@H:13]([C:28]2[C:33]([F:34])=[CH:32][CH:31]=[CH:30][N:29]=2)[NH:14][C:15](=[O:27])[C:16]2[CH:21]=[CH:20][C:19]([O:22]C)=[C:18]([N+:24]([O-:26])=[O:25])[N:17]=2)[CH:5]=[CH:6][C:7]=1[O:8][C:9]([F:12])([F:11])[F:10].[Li+].[Cl-].CC1C=CC(S(O)(=O)=O)=CC=1.CCOC(C)=O, predict the reaction product. The product is: [F:1][C:2]1[CH:3]=[C:4]([C@@H:13]([C:28]2[C:33]([F:34])=[CH:32][CH:31]=[CH:30][N:29]=2)[NH:14][C:15](=[O:27])[C:16]2[CH:21]=[CH:20][C:19]([OH:22])=[C:18]([N+:24]([O-:26])=[O:25])[N:17]=2)[CH:5]=[CH:6][C:7]=1[O:8][C:9]([F:12])([F:10])[F:11]. (4) The product is: [CH2:1]([N:3]([CH2:11][C:12]1[CH:13]=[N:14][CH:15]=[C:16]([C:19]2[CH:20]=[C:21]3[C:25](=[CH:26][CH:27]=2)[N:24]([CH:28]2[CH2:33][CH2:32][CH2:31][CH2:30][O:29]2)[N:23]=[C:22]3[C:34]2[NH:35][C:36]([C:39]([N:41]3[CH2:105][CH2:104][N:103]([CH2:102][CH2:101][O:100][CH3:99])[CH2:108][CH2:42]3)=[O:40])=[CH:37][N:38]=2)[C:17]=1[CH3:18])[C:4](=[O:10])[O:5][C:6]([CH3:7])([CH3:9])[CH3:8])[CH3:2]. Given the reactants [CH2:1]([N:3]([CH2:11][C:12]1[CH:13]=[N:14][CH:15]=[C:16]([C:19]2[CH:20]=[C:21]3[C:25](=[CH:26][CH:27]=2)[N:24]([CH:28]2[CH2:33][CH2:32][CH2:31][CH2:30][O:29]2)[N:23]=[C:22]3[C:34]2[NH:35][C:36]([C:39]([NH:41][CH2:42]C3C=NC=CC=3)=[O:40])=[CH:37][N:38]=2)[C:17]=1[CH3:18])[C:4](=[O:10])[O:5][C:6]([CH3:9])([CH3:8])[CH3:7])[CH3:2].C(OC(N(CC1C(C)=C(C2C=C3C(=CC=2)N(C2CCCCO2)N=C3C2NC(C(O)=O)=CN=2)C=NC=1)CC)=O)(C)(C)C.C(N(C(C)C)CC)(C)C.[CH3:99][O:100][CH2:101][CH2:102][N:103]1[CH2:108]CN[CH2:105][CH2:104]1.CN(C(ON1N=NC2C=CC=NC1=2)=[N+](C)C)C.F[P-](F)(F)(F)(F)F, predict the reaction product.